From a dataset of Forward reaction prediction with 1.9M reactions from USPTO patents (1976-2016). Predict the product of the given reaction. (1) The product is: [C:1]12([NH:11][CH2:17][C:16]3[CH:19]=[CH:20][CH:21]=[CH:22][C:15]=3[N+:12]([O-:14])=[O:13])[CH2:8][CH:7]3[CH2:6][CH:5]([CH2:4][CH:3]([CH2:9]3)[CH2:2]1)[CH2:10]2. Given the reactants [C:1]12([NH2:11])[CH2:10][CH:5]3[CH2:6][CH:7]([CH2:9][CH:3]([CH2:4]3)[CH2:2]1)[CH2:8]2.[N+:12]([C:15]1[CH:22]=[CH:21][CH:20]=[CH:19][C:16]=1[CH:17]=O)([O-:14])=[O:13], predict the reaction product. (2) Given the reactants [CH3:1][N:2]([CH2:13][C:14]1[N:18]([CH2:19][CH2:20][CH2:21][N:22]2[CH2:27][CH2:26][N:25](C(OC(C)(C)C)=O)[CH2:24][CH2:23]2)[C:17]2[CH:35]=[CH:36][CH:37]=[CH:38][C:16]=2[N:15]=1)[CH:3]1[C:12]2[N:11]=[CH:10][CH:9]=[CH:8][C:7]=2[CH2:6][CH2:5][CH2:4]1.CN(CC1N(CC2CCNCC2)C2C=CC=CC=2N=1)C1C2N=CC=CC=2CCC1, predict the reaction product. The product is: [CH3:1][N:2]([CH2:13][C:14]1[N:18]([CH2:19][CH2:20][CH2:21][N:22]2[CH2:27][CH2:26][NH:25][CH2:24][CH2:23]2)[C:17]2[CH:35]=[CH:36][CH:37]=[CH:38][C:16]=2[N:15]=1)[CH:3]1[C:12]2[N:11]=[CH:10][CH:9]=[CH:8][C:7]=2[CH2:6][CH2:5][CH2:4]1. (3) The product is: [CH3:19][O:18][C:16]1[C:15]2[CH:14]3[CH2:20][CH2:21][CH:11]([CH2:12][CH2:13]3)[C:10]=2[C:8]2[O:9][CH:5]([CH2:4][NH2:1])[CH2:6][C:7]=2[CH:17]=1. Given the reactants [N:1]([CH2:4][CH:5]1[O:9][C:8]2[C:10]3[CH:11]4[CH2:21][CH2:20][CH:14]([C:15]=3[C:16]([O:18][CH3:19])=[CH:17][C:7]=2[CH2:6]1)[CH2:13][CH2:12]4)=[N+]=[N-], predict the reaction product. (4) Given the reactants Cl.[CH:2]1([N:5]([CH:19]2[CH2:24][CH2:23][NH:22][CH2:21][CH2:20]2)[C:6](=[O:18])[C:7]2[CH:12]=[CH:11][C:10]([C:13]3[O:17][CH:16]=[N:15][CH:14]=3)=[CH:9][CH:8]=2)[CH2:4][CH2:3]1.Br[C:26]1[CH:31]=[N:30][C:29]([CH:32]2[CH2:34][CH2:33]2)=[CH:28][N:27]=1, predict the reaction product. The product is: [CH:2]1([N:5]([CH:19]2[CH2:24][CH2:23][N:22]([C:26]3[CH:31]=[N:30][C:29]([CH:32]4[CH2:34][CH2:33]4)=[CH:28][N:27]=3)[CH2:21][CH2:20]2)[C:6](=[O:18])[C:7]2[CH:8]=[CH:9][C:10]([C:13]3[O:17][CH:16]=[N:15][CH:14]=3)=[CH:11][CH:12]=2)[CH2:4][CH2:3]1. (5) Given the reactants Br[C:2]1[CH:3]=[N:4][N:5]([CH2:9][O:10][CH2:11][CH2:12][Si:13]([CH3:16])([CH3:15])[CH3:14])[C:6]=1[CH:7]=[O:8].CC1(C)C(C)(C)[O:21][B:20](B2OC(C)(C)C(C)(C)O2)[O:19]1.C([O-])(=O)C.[K+], predict the reaction product. The product is: [CH:7]([C:6]1[N:5]([CH2:9][O:10][CH2:11][CH2:12][Si:13]([CH3:16])([CH3:15])[CH3:14])[N:4]=[CH:3][C:2]=1[B:20]([OH:21])[OH:19])=[O:8]. (6) Given the reactants [NH2:1][C:2]1[N:3]=[C:4]([N:18]2[CH2:23][CH2:22][NH:21][CH2:20][CH2:19]2)[C:5]2[C:10]([C:11]3[CH:16]=[CH:15][CH:14]=[CH:13][CH:12]=3)=[C:9]([CH3:17])[S:8][C:6]=2[N:7]=1.[CH3:24][O:25][C:26]1[CH:31]=[CH:30][C:29]([N:32]=[C:33]=[O:34])=[CH:28][CH:27]=1, predict the reaction product. The product is: [NH2:1][C:2]1[N:3]=[C:4]([N:18]2[CH2:19][CH2:20][N:21]([C:33]([NH:32][C:29]3[CH:30]=[CH:31][C:26]([O:25][CH3:24])=[CH:27][CH:28]=3)=[O:34])[CH2:22][CH2:23]2)[C:5]2[C:10]([C:11]3[CH:12]=[CH:13][CH:14]=[CH:15][CH:16]=3)=[C:9]([CH3:17])[S:8][C:6]=2[N:7]=1. (7) Given the reactants [NH2:1][C:2]1[CH:11]=[CH:10][C:5]([C:6]([O:8][CH3:9])=[O:7])=[CH:4][CH:3]=1.[CH:12]([C:14]1[CH:15]=[C:16]([CH:27]=[CH:28][CH:29]=1)[C:17]([O:19][CH2:20][C:21]1[CH:26]=[CH:25][CH:24]=[CH:23][CH:22]=1)=[O:18])=O, predict the reaction product. The product is: [CH3:9][O:8][C:6]([C:5]1[CH:4]=[CH:3][C:2](/[N:1]=[CH:12]/[C:14]2[CH:15]=[C:16]([CH:27]=[CH:28][CH:29]=2)[C:17]([O:19][CH2:20][C:21]2[CH:22]=[CH:23][CH:24]=[CH:25][CH:26]=2)=[O:18])=[CH:11][CH:10]=1)=[O:7].